Binary Classification. Given a miRNA mature sequence and a target amino acid sequence, predict their likelihood of interaction. From a dataset of Experimentally validated miRNA-target interactions with 360,000+ pairs, plus equal number of negative samples. The miRNA is mmu-miR-760-3p with sequence CGGCUCUGGGUCUGUGGGGA. The protein sequence of the target gene is MEPGPDGPAAPGPAAIREGWFRETCSLWPGQALSLQVEQLLHHRRSRYQDILVFRSKTYGNVLVLDGVIQCTERDEFSYQEMIANLPLCSHPNPRKVLIIGGGDGGVLREVVKHPSVESVVQCEIDEDVIEVSKKFLPGMAVGFSSSKLTLHVGDGFEFMKQNQDAFDVIITDSSDPMGPAESLFKESYYQLMKTALKEDGILCCQGECQWLHLDLIKEMRHFCKSLFPVVDYAYCSIPTYPSGQIGFMLCSKNPSTNFREPVQQLTQAQVEQMQLKYYNSDMHRAAFVLPEFTRKALND.... Result: 0 (no interaction).